From a dataset of Catalyst prediction with 721,799 reactions and 888 catalyst types from USPTO. Predict which catalyst facilitates the given reaction. (1) Reactant: Cl[C:2]1[CH:3]=[C:4]([CH:30]=[CH:31][CH:32]=1)[CH2:5][CH:6]1[C:15]2[C:10](=[CH:11][CH:12]=[C:13]([CH2:16][CH2:17][S:18]([CH2:21][CH2:22][CH3:23])(=O)=O)[CH:14]=2)[CH2:9][CH2:8][CH:7]1[NH:24][C:25](=[O:29])[O:26][CH2:27][CH3:28].[NH4+]. Product: [CH2:27]([O:26][C:25](=[O:29])[NH:24][CH:7]1[CH2:8][CH2:9][C:10]2[C:15](=[CH:14][C:13]([CH2:16][CH2:17][S:18][CH2:21][CH2:22][CH3:23])=[CH:12][CH:11]=2)[CH:6]1[CH2:5][C:4]1[CH:3]=[CH:2][CH:32]=[CH:31][CH:30]=1)[CH3:28]. The catalyst class is: 19. (2) Reactant: [C:1]([C:5]1[CH2:9][C:8](=[O:10])[N:7]([CH2:11][C:12]2[CH:21]=[CH:20][C:15]([C:16]([O:18][CH3:19])=[O:17])=[CH:14][CH:13]=2)[N:6]=1)([CH3:4])([CH3:3])[CH3:2].[CH3:22][C:23]1[N:28]=[C:27]([CH2:29]O)[CH:26]=[CH:25][CH:24]=1.C(P(CCCC)CCCC)CCC.N(C(N1CCCCC1)=O)=NC(N1CCCCC1)=O. Product: [C:1]([C:5]1[CH:9]=[C:8]([O:10][CH2:29][C:27]2[CH:26]=[CH:25][CH:24]=[C:23]([CH3:22])[N:28]=2)[N:7]([CH2:11][C:12]2[CH:13]=[CH:14][C:15]([C:16]([O:18][CH3:19])=[O:17])=[CH:20][CH:21]=2)[N:6]=1)([CH3:4])([CH3:2])[CH3:3]. The catalyst class is: 7. (3) Reactant: FC(F)(F)C(O)=O.[NH2:8][CH2:9][CH2:10][C:11]1[N:16]=[C:15]([C:17]2[S:18][C:19]3[CH:27]=[CH:26][CH:25]=[CH:24][C:20]=3[C:21](=[O:23])[N:22]=2)[CH:14]=[CH:13][CH:12]=1.C(=O)([O-])[O-].[K+].[K+].[CH3:34][N:35]([CH3:39])[C:36](Cl)=[O:37]. Product: [CH3:34][N:35]([CH3:39])[C:36]([NH:8][CH2:9][CH2:10][C:11]1[CH:12]=[CH:13][CH:14]=[C:15]([C:17]2[S:18][C:19]3[CH:27]=[CH:26][CH:25]=[CH:24][C:20]=3[C:21](=[O:23])[N:22]=2)[N:16]=1)=[O:37]. The catalyst class is: 10.